This data is from Forward reaction prediction with 1.9M reactions from USPTO patents (1976-2016). The task is: Predict the product of the given reaction. (1) Given the reactants Cl.Cl.[CH:3]1([C@H:9]([NH:36][C:37](=[O:42])[C@H:38]([CH3:41])[NH:39][CH3:40])[C:10]([N:12]2[C@H:17]([C:18]([NH:20][C@H:21]3[C:30]4[C:25](=[CH:26][C:27]([F:32])=[CH:28][C:29]=4[F:31])[O:24][CH2:23][CH2:22]3)=[O:19])[CH2:16][N:15]3[CH2:33][CH2:34][CH2:35][C@@H:14]3[CH2:13]2)=[O:11])[CH2:8][CH2:7][CH2:6][CH2:5][CH2:4]1.C(=O)([O-])O.[Na+], predict the reaction product. The product is: [CH:3]1([C@H:9]([NH:36][C:37](=[O:42])[C@H:38]([CH3:41])[NH:39][CH3:40])[C:10]([N:12]2[C@H:17]([C:18]([NH:20][C@H:21]3[C:30]4[C:25](=[CH:26][C:27]([F:32])=[CH:28][C:29]=4[F:31])[O:24][CH2:23][CH2:22]3)=[O:19])[CH2:16][N:15]3[CH2:33][CH2:34][CH2:35][C@@H:14]3[CH2:13]2)=[O:11])[CH2:8][CH2:7][CH2:6][CH2:5][CH2:4]1. (2) Given the reactants [CH:1]([C:3]1[CH:28]=[CH:27][C:6]([C:7]([NH:9][C:10]2[CH:15]=[CH:14][CH:13]=[CH:12][C:11]=2/[CH:16]=[CH:17]/[C:18]2[C:26]3[C:21](=[CH:22][CH:23]=[CH:24][CH:25]=3)[NH:20][N:19]=2)=[O:8])=[CH:5][CH:4]=1)=O.C(O)(=O)C.[NH:33]1[CH2:38][CH2:37][O:36][CH2:35][CH2:34]1.C(O[BH-](OC(=O)C)OC(=O)C)(=O)C.[Na+], predict the reaction product. The product is: [NH:20]1[C:21]2[C:26](=[CH:25][CH:24]=[CH:23][CH:22]=2)[C:18](/[CH:17]=[CH:16]/[C:11]2[CH:12]=[CH:13][CH:14]=[CH:15][C:10]=2[NH:9][C:7](=[O:8])[C:6]2[CH:27]=[CH:28][C:3]([CH2:1][N:33]3[CH2:38][CH2:37][O:36][CH2:35][CH2:34]3)=[CH:4][CH:5]=2)=[N:19]1. (3) Given the reactants [H-].[Na+].[NH2:3][C:4]1[N:9]=[CH:8][N:7]=[C:6]([NH:10][C:11]2[CH:12]=[C:13]3[C:17](=[CH:18][CH:19]=2)[NH:16][CH:15]=[CH:14]3)[CH:5]=1.[CH3:20][CH:21]([NH:23][C:24](=[O:32])OC1C=CC=CC=1)[CH3:22], predict the reaction product. The product is: [CH3:20][CH:21]([NH:23][C:24]([N:16]1[C:17]2[C:13](=[CH:12][C:11]([NH:10][C:6]3[CH:5]=[C:4]([NH:3][C:24]([NH:23][CH:21]([CH3:20])[CH3:22])=[O:32])[N:9]=[CH:8][N:7]=3)=[CH:19][CH:18]=2)[CH:14]=[CH:15]1)=[O:32])[CH3:22]. (4) Given the reactants [CH2:1]([C@@:4]1([C:17]2[CH:22]=[CH:21][C:20]([F:23])=[CH:19][CH:18]=2)[O:9][C:8](=[O:10])[N:7]([C@H:11]2[CH2:16][CH2:15][CH2:14][NH:13][CH2:12]2)[CH2:6][CH2:5]1)[CH:2]=[CH2:3].[CH2:24](Br)[C:25]1[CH:30]=[CH:29][CH:28]=[CH:27][CH:26]=1.C([O-])([O-])=O.[K+].[K+], predict the reaction product. The product is: [CH2:1]([C@@:4]1([C:17]2[CH:22]=[CH:21][C:20]([F:23])=[CH:19][CH:18]=2)[O:9][C:8](=[O:10])[N:7]([C@H:11]2[CH2:16][CH2:15][CH2:14][N:13]([CH2:24][C:25]3[CH:30]=[CH:29][CH:28]=[CH:27][CH:26]=3)[CH2:12]2)[CH2:6][CH2:5]1)[CH:2]=[CH2:3]. (5) The product is: [CH2:43]([N:47]1[C:56]2[C:51](=[CH:52][CH:53]=[C:54]([C:57]([F:60])([F:59])[F:58])[CH:55]=2)[C:50]([CH3:61])=[C:49]([C:62]([NH:39][CH2:38][C:37]2[CH:40]=[CH:41][CH:42]=[C:35]([F:34])[CH:36]=2)=[O:63])[C:48]1=[O:65])[CH2:44][CH2:45][CH3:46]. Given the reactants CN(C(ON1N=NC2C=CC=NC1=2)=[N+](C)C)C.F[P-](F)(F)(F)(F)F.CCN(C(C)C)C(C)C.[F:34][C:35]1[CH:36]=[C:37]([CH:40]=[CH:41][CH:42]=1)[CH2:38][NH2:39].[CH2:43]([N:47]1[C:56]2[C:51](=[CH:52][CH:53]=[C:54]([C:57]([F:60])([F:59])[F:58])[CH:55]=2)[C:50]([CH3:61])=[C:49]([C:62](O)=[O:63])[C:48]1=[O:65])[CH2:44][CH2:45][CH3:46], predict the reaction product. (6) Given the reactants [Cl:1][C:2]1[N:7]=[C:6]([F:8])[C:5]([OH:9])=[CH:4][CH:3]=1.[C:10]([O-:13])([O-])=O.[K+].[K+].[CH3:16]C(C)=O, predict the reaction product. The product is: [Cl:1][C:2]1[N:7]=[C:6]([F:8])[C:5]([O:9][CH2:16][O:13][CH3:10])=[CH:4][CH:3]=1.